Dataset: Forward reaction prediction with 1.9M reactions from USPTO patents (1976-2016). Task: Predict the product of the given reaction. (1) Given the reactants [Br:1][C:2]1[CH:7]=[CH:6][C:5]([OH:8])=[CH:4][CH:3]=1.C(=O)([O-])[O-].[K+].[K+].Cl[CH2:16][CH:17]([OH:20])[CH2:18][OH:19], predict the reaction product. The product is: [Br:1][C:2]1[CH:7]=[CH:6][C:5]([O:8][CH2:16][CH:17]([OH:20])[CH2:18][OH:19])=[CH:4][CH:3]=1. (2) Given the reactants [CH3:1][C:2]1[N:14]2[C:5]3([C:10](=[CH:11][CH:12]=[CH:13]2)[CH:9]=NC=C3)[NH:4][C:3]=1[C:15]([O:17]C)=O.CC(C[AlH]C[CH:25]([CH3:27])C)C.[Cl-].[NH4+:29].C(=O)(O)[O-].[Na+], predict the reaction product. The product is: [CH3:1][C:2]1[N:14]2[C:5]([C:10]3[CH:9]=[CH:27][CH:25]=[N:29][C:11]=3[CH:12]=[CH:13]2)=[N:4][C:3]=1[CH2:15][OH:17].